Dataset: Catalyst prediction with 721,799 reactions and 888 catalyst types from USPTO. Task: Predict which catalyst facilitates the given reaction. (1) Reactant: FC(F)(F)C([NH:5][C@H:6]1[CH2:11][CH2:10][C@H:9]([CH:12]([OH:27])[CH2:13][NH:14][S:15]([C:18]2[CH:23]=[CH:22][CH:21]=[CH:20][C:19]=2[N+:24]([O-:26])=[O:25])(=[O:17])=[O:16])[CH2:8][CH2:7]1)=O.C([O-])([O-])=O.[K+].[K+]. Product: [NH2:5][C@H:6]1[CH2:11][CH2:10][C@H:9]([CH:12]([OH:27])[CH2:13][NH:14][S:15]([C:18]2[CH:23]=[CH:22][CH:21]=[CH:20][C:19]=2[N+:24]([O-:26])=[O:25])(=[O:16])=[O:17])[CH2:8][CH2:7]1. The catalyst class is: 1. (2) Reactant: Cl.[NH2:2][CH2:3][C:4]1[CH:12]=[CH:11][CH:10]=[C:9]2[C:5]=1[C:6](=[O:22])[N:7]([CH:14]1[CH2:19][CH2:18][C:17](=[O:20])[NH:16][C:15]1=[O:21])[C:8]2=[O:13].[N:23]1[CH:28]=[CH:27][N:26]=[CH:25][C:24]=1[C:29](Cl)=[O:30].C(N(CC)CC)C.O. The catalyst class is: 1. Product: [O:21]=[C:15]1[CH:14]([N:7]2[C:6](=[O:22])[C:5]3[C:9](=[CH:10][CH:11]=[CH:12][C:4]=3[CH2:3][NH:2][C:29]([C:24]3[CH:25]=[N:26][CH:27]=[CH:28][N:23]=3)=[O:30])[C:8]2=[O:13])[CH2:19][CH2:18][C:17](=[O:20])[NH:16]1.